From a dataset of Forward reaction prediction with 1.9M reactions from USPTO patents (1976-2016). Predict the product of the given reaction. (1) Given the reactants [Li]C(CC)C.C1CCCCC1.[CH2:12]([NH:14][C:15]([C:17]1[CH:21]=[CH:20][S:19][CH:18]=1)=[O:16])[CH3:13].CN(CCN(C)C)C.[Cl:30]C(Cl)(Cl)C(Cl)(Cl)Cl, predict the reaction product. The product is: [CH2:12]([NH:14][C:15]([C:17]1[CH:21]=[CH:20][S:19][C:18]=1[Cl:30])=[O:16])[CH3:13]. (2) Given the reactants [N:1]1[CH:6]=[CH:5][CH:4]=[CH:3][C:2]=1[C:7]1[O:8][C:9]2[CH2:14][CH2:13][N:12](C3C=C(C=CC=3)C#N)[CH2:11][C:10]=2[N:23]=1.Br[C:25]1[CH:32]=[CH:31][C:28]([C:29]#[N:30])=[C:27]([F:33])[CH:26]=1, predict the reaction product. The product is: [F:33][C:27]1[CH:26]=[C:25]([N:12]2[CH2:13][CH2:14][C:9]3[O:8][C:7]([C:2]4[CH:3]=[CH:4][CH:5]=[CH:6][N:1]=4)=[N:23][C:10]=3[CH2:11]2)[CH:32]=[CH:31][C:28]=1[C:29]#[N:30].